Dataset: Full USPTO retrosynthesis dataset with 1.9M reactions from patents (1976-2016). Task: Predict the reactants needed to synthesize the given product. Given the product [Cl:1][C:2]1[C:3]([O:9][C:10]2[CH:17]=[C:16]([O:18][CH2:19][CH2:20][CH2:21][O:22][CH3:23])[CH:15]=[CH:14][C:11]=2/[CH:12]=[C:25](\[CH3:24])/[C:26]([OH:28])=[O:27])=[N:4][CH:5]=[C:6]([Cl:8])[CH:7]=1, predict the reactants needed to synthesize it. The reactants are: [Cl:1][C:2]1[C:3]([O:9][C:10]2[CH:17]=[C:16]([O:18][CH2:19][CH2:20][CH2:21][O:22][CH3:23])[CH:15]=[CH:14][C:11]=2[CH:12]=O)=[N:4][CH:5]=[C:6]([Cl:8])[CH:7]=1.[CH3:24][CH:25](C(O)=O)[C:26]([OH:28])=[O:27].N1CCCC1.Cl.